From a dataset of Peptide-MHC class I binding affinity with 185,985 pairs from IEDB/IMGT. Regression. Given a peptide amino acid sequence and an MHC pseudo amino acid sequence, predict their binding affinity value. This is MHC class I binding data. (1) The peptide sequence is PYLFWLAAI. The MHC is HLA-A29:02 with pseudo-sequence HLA-A29:02. The binding affinity (normalized) is 0. (2) The binding affinity (normalized) is 0.0847. The peptide sequence is AIQIQMFEA. The MHC is HLA-B27:05 with pseudo-sequence HLA-B27:05. (3) The peptide sequence is EQRRSTIFDI. The MHC is HLA-A02:01 with pseudo-sequence HLA-A02:01. The binding affinity (normalized) is 0.0739. (4) The peptide sequence is NHINVALSL. The MHC is Mamu-A07 with pseudo-sequence Mamu-A07. The binding affinity (normalized) is 0.930. (5) The peptide sequence is APKEFRGAL. The MHC is HLA-B27:05 with pseudo-sequence HLA-B27:05. The binding affinity (normalized) is 0.0847. (6) The peptide sequence is PDVTLVQYM. The MHC is Mamu-B01 with pseudo-sequence Mamu-B01. The binding affinity (normalized) is 0. (7) The peptide sequence is IMPKTGFLI. The MHC is Mamu-A01 with pseudo-sequence Mamu-A01. The binding affinity (normalized) is 0.818. (8) The peptide sequence is KYCWNLLQY. The MHC is HLA-A01:01 with pseudo-sequence HLA-A01:01. The binding affinity (normalized) is 0.127. (9) The peptide sequence is IPIGMQFDKV. The MHC is HLA-B07:02 with pseudo-sequence HLA-B07:02. The binding affinity (normalized) is 0.215.